From a dataset of TCR-epitope binding with 47,182 pairs between 192 epitopes and 23,139 TCRs. Binary Classification. Given a T-cell receptor sequence (or CDR3 region) and an epitope sequence, predict whether binding occurs between them. (1) The epitope is FLPRVFSAV. The TCR CDR3 sequence is CASSLISDTQYF. Result: 0 (the TCR does not bind to the epitope). (2) The epitope is VLWAHGFEL. The TCR CDR3 sequence is CATTRRNYSKNIQYF. Result: 0 (the TCR does not bind to the epitope).